From a dataset of Forward reaction prediction with 1.9M reactions from USPTO patents (1976-2016). Predict the product of the given reaction. Given the reactants C[O:2][C:3]1[CH:11]=[C:10]2[C:6]([CH2:7][N:8]3[C:14]([C:15]4[C:16]([C:21]5[CH:26]=[CH:25][CH:24]=[CH:23][CH:22]=5)=[N:17][O:18][C:19]=4[CH3:20])=[N:13][N:12]=[C:9]32)=[CH:5][CH:4]=1.[B].C(OCC)C.O, predict the reaction product. The product is: [CH3:20][C:19]1[O:18][N:17]=[C:16]([C:21]2[CH:26]=[CH:25][CH:24]=[CH:23][CH:22]=2)[C:15]=1[C:14]1[N:8]2[CH2:7][C:6]3[C:10]([C:9]2=[N:12][N:13]=1)=[CH:11][C:3]([OH:2])=[CH:4][CH:5]=3.